This data is from Forward reaction prediction with 1.9M reactions from USPTO patents (1976-2016). The task is: Predict the product of the given reaction. (1) Given the reactants [F:1][C:2]([F:23])([F:22])[C:3]1[CH:8]=[CH:7][C:6]([S:9]([O:12][C:13]2[CH:18]=[CH:17][CH:16]=[CH:15][C:14]=2[CH:19]=[N:20][NH2:21])(=[O:11])=[O:10])=[CH:5][CH:4]=1.[O:24]1[C:28]2[CH:29]=[CH:30][C:31]([CH2:33][C:34](O)=[O:35])=[CH:32][C:27]=2[O:26][CH2:25]1.Cl.C(N=C=NCCCN(C)C)C, predict the reaction product. The product is: [F:23][C:2]([F:1])([F:22])[C:3]1[CH:4]=[CH:5][C:6]([S:9]([O:12][C:13]2[CH:18]=[CH:17][CH:16]=[CH:15][C:14]=2/[CH:19]=[N:20]/[NH:21][C:34](=[O:35])[CH2:33][C:31]2[CH:30]=[CH:29][C:28]3[O:24][CH2:25][O:26][C:27]=3[CH:32]=2)(=[O:11])=[O:10])=[CH:7][CH:8]=1. (2) Given the reactants [NH2:1][CH2:2][C:3]1[CH:30]=[CH:29][CH:28]=[CH:27][C:4]=1[CH2:5][O:6][C:7]1[CH:12]=[C:11]([CH3:13])[N:10]([CH2:14][C:15]2[CH:16]=[CH:17][C:18]([O:23][CH3:24])=[C:19]([CH:22]=2)[C:20]#[N:21])[C:9](=[O:25])[C:8]=1[CH3:26].[C:31]([C:35]1[CH:39]=[C:38]([NH:40][C:41](=O)[O:42]C2C=CC=CC=2)[N:37]([C:50]2[CH:55]=[CH:54][CH:53]=[C:52]([O:56][CH2:57][CH2:58][O:59]C3CCCCO3)[CH:51]=2)[N:36]=1)([CH3:34])([CH3:33])[CH3:32].N1C=CC=CC=1, predict the reaction product. The product is: [C:20]([C:19]1[CH:22]=[C:15]([CH:16]=[CH:17][C:18]=1[O:23][CH3:24])[CH2:14][N:10]1[C:11]([CH3:13])=[CH:12][C:7]([O:6][CH2:5][C:4]2[CH:27]=[CH:28][CH:29]=[CH:30][C:3]=2[CH2:2][NH:1][C:41]([NH:40][C:38]2[N:37]([C:50]3[CH:55]=[CH:54][CH:53]=[C:52]([O:56][CH2:57][CH2:58][OH:59])[CH:51]=3)[N:36]=[C:35]([C:31]([CH3:34])([CH3:33])[CH3:32])[CH:39]=2)=[O:42])=[C:8]([CH3:26])[C:9]1=[O:25])#[N:21].